From a dataset of Catalyst prediction with 721,799 reactions and 888 catalyst types from USPTO. Predict which catalyst facilitates the given reaction. (1) Reactant: [P:1]([O:13][CH2:14][C@H:15]1[CH2:19][CH2:18][CH2:17][N:16]1[CH2:20][CH2:21][CH2:22][O:23][C:24]1[CH:33]=[C:32]2[C:27]([C:28]([NH:34][C:35]3[S:36][C:37]([CH2:40][C:41]([NH:43][C:44]4[CH:49]=[CH:48][CH:47]=[C:46]([F:50])[C:45]=4[F:51])=[O:42])=[CH:38][N:39]=3)=[N:29][CH:30]=[N:31]2)=[CH:26][C:25]=1[O:52][CH3:53])([O:8]C(C)(C)C)([O:3]C(C)(C)C)=[O:2].Cl.C1(N)C(F)=C(F)C(F)=C(N)C=1F.Cl.Cl. Product: [P:1]([OH:3])([OH:8])([O:13][CH2:14][C@H:15]1[CH2:19][CH2:18][CH2:17][N:16]1[CH2:20][CH2:21][CH2:22][O:23][C:24]1[CH:33]=[C:32]2[C:27]([C:28]([NH:34][C:35]3[S:36][C:37]([CH2:40][C:41]([NH:43][C:44]4[CH:49]=[CH:48][CH:47]=[C:46]([F:50])[C:45]=4[F:51])=[O:42])=[CH:38][N:39]=3)=[N:29][CH:30]=[N:31]2)=[CH:26][C:25]=1[O:52][CH3:53])=[O:2]. The catalyst class is: 12. (2) Reactant: [C:1]([CH2:4][CH2:5][CH2:6][N:7]([CH3:61])[C@H:8]([C:12]([NH:14][C@H:15]([C:19]([N:21]([C@@H:23]([C@@H:57]([CH3:60])[CH2:58][CH3:59])[C@H:24]([O:55][CH3:56])[CH2:25][C:26]([N:28]1[CH2:32][CH2:31][CH2:30][C@H:29]1[C@H:33]([O:53][CH3:54])[C@@H:34]([CH3:52])[C:35]([NH:37][C@@:38]1([C:47]([O:49][CH2:50][CH3:51])=[O:48])[CH2:40][C@@H:39]1[C:41]1[CH:46]=[CH:45][CH:44]=[CH:43][CH:42]=1)=[O:36])=[O:27])[CH3:22])=[O:20])[CH:16]([CH3:18])[CH3:17])=[O:13])[CH:9]([CH3:11])[CH3:10])([OH:3])=O.F[P-](F)(F)(F)(F)F.N1(OC(N(C)C)=[N+](C)C)C2N=CC=CC=2N=N1.C(N(CC)C(C)C)(C)C.[O:95]=[C:96]1[CH:100]=[CH:99][C:98](=[O:101])[N:97]1[CH2:102][CH2:103][CH2:104][CH2:105][CH2:106][C:107]([NH:109][NH2:110])=[O:108]. Product: [O:101]=[C:98]1[CH:99]=[CH:100][C:96](=[O:95])[N:97]1[CH2:102][CH2:103][CH2:104][CH2:105][CH2:106][C:107]([NH:109][NH:110][C:1](=[O:3])[CH2:4][CH2:5][CH2:6][N:7]([CH3:61])[C@H:8]([C:12]([NH:14][C@H:15]([C:19]([N:21]([C@@H:23]([C@@H:57]([CH3:60])[CH2:58][CH3:59])[C@H:24]([O:55][CH3:56])[CH2:25][C:26]([N:28]1[CH2:32][CH2:31][CH2:30][C@H:29]1[C@H:33]([O:53][CH3:54])[C@@H:34]([CH3:52])[C:35]([NH:37][C@@:38]1([C:47]([O:49][CH2:50][CH3:51])=[O:48])[CH2:40][C@@H:39]1[C:41]1[CH:46]=[CH:45][CH:44]=[CH:43][CH:42]=1)=[O:36])=[O:27])[CH3:22])=[O:20])[CH:16]([CH3:17])[CH3:18])=[O:13])[CH:9]([CH3:10])[CH3:11])=[O:108]. The catalyst class is: 3. (3) Reactant: [C:1]([Br:5])(Br)(Br)Br.C1(P(C2C=CC=CC=2)C2C=CC=CC=2)C=CC=CC=1.[CH2:25]([N:32]1[CH:36]=[C:35](CO)[C:34]([N+:39]([O-:41])=[O:40])=[N:33]1)[C:26]1[CH:31]=[CH:30][CH:29]=[CH:28][CH:27]=1. Product: [CH2:25]([N:32]1[CH:36]=[C:35]([CH2:1][Br:5])[C:34]([N+:39]([O-:41])=[O:40])=[N:33]1)[C:26]1[CH:31]=[CH:30][CH:29]=[CH:28][CH:27]=1. The catalyst class is: 4.